From a dataset of Reaction yield outcomes from USPTO patents with 853,638 reactions. Predict the reaction yield, written as a fraction of the theoretical maximum amount of product (1.0 means a 100% yield; for example, 0.34 means a 34% yield). (1) The yield is 0.780. The reactants are [Br:1][C:2]1[CH:3]=[C:4]2[C:8](=[CH:9][CH:10]=1)[NH:7][C:6](=[O:11])[CH2:5]2.[CH3:12][N:13]([CH3:28])[CH2:14][CH2:15][O:16][C:17]1[CH:18]=[C:19]2[C:23](=[CH:24][CH:25]=1)[NH:22][C:21]([CH:26]=O)=[CH:20]2.N1CCCCC1. The catalyst is C(O)C. The product is [Br:1][C:2]1[CH:3]=[C:4]2[C:8](=[CH:9][CH:10]=1)[NH:7][C:6](=[O:11])[C:5]2=[CH:26][C:21]1[NH:22][C:23]2[C:19]([CH:20]=1)=[CH:18][C:17]([O:16][CH2:15][CH2:14][N:13]([CH3:12])[CH3:28])=[CH:25][CH:24]=2. (2) The reactants are [N:1]12[CH2:8][CH2:7][C:4]([C:9]([C:17]3[CH:22]=[CH:21][CH:20]=[CH:19][CH:18]=3)([C:11]3[CH:16]=[CH:15][CH:14]=[CH:13][CH:12]=3)[OH:10])([CH2:5][CH2:6]1)[CH2:3][CH2:2]2.[Br:23][CH2:24][CH:25]1[CH2:27][CH2:26]1. The catalyst is CC#N. The product is [Br-:23].[CH:25]1([CH2:24][N+:1]23[CH2:6][CH2:5][C:4]([C:9]([OH:10])([C:17]4[CH:22]=[CH:21][CH:20]=[CH:19][CH:18]=4)[C:11]4[CH:12]=[CH:13][CH:14]=[CH:15][CH:16]=4)([CH2:3][CH2:2]2)[CH2:7][CH2:8]3)[CH2:27][CH2:26]1. The yield is 0.399. (3) The reactants are Cl[C:2]1[N:7]=[C:6]([N:8]2[CH2:13][CH2:12][O:11][CH2:10][CH2:9]2)[N:5]=[C:4]([N:14]2[CH2:19][CH2:18][O:17][CH2:16][CH2:15]2)[N:3]=1.[CH3:20][NH:21][C:22]([NH:24][C:25]1[CH:30]=[CH:29][C:28](B2OC(C)(C)C(C)(C)O2)=[CH:27][CH:26]=1)=[O:23]. No catalyst specified. The product is [N:14]1([C:4]2[N:5]=[C:6]([N:8]3[CH2:13][CH2:12][O:11][CH2:10][CH2:9]3)[N:7]=[C:2]([C:28]3[CH:27]=[CH:26][C:25]([NH:24][C:22]([NH:21][CH3:20])=[O:23])=[CH:30][CH:29]=3)[N:3]=2)[CH2:19][CH2:18][O:17][CH2:16][CH2:15]1. The yield is 0.110. (4) The yield is 0.770. The product is [O:12]1[CH:13]=[N:14][C:10]([C:7]2[CH:8]=[CH:9][C:4]([NH2:1])=[CH:5][CH:6]=2)=[N:11]1. The reactants are [N+:1]([C:4]1[CH:9]=[CH:8][C:7]([C:10]2[N:14]=[CH:13][O:12][N:11]=2)=[CH:6][CH:5]=1)([O-])=O. The catalyst is CO.[Pd].